From a dataset of Forward reaction prediction with 1.9M reactions from USPTO patents (1976-2016). Predict the product of the given reaction. (1) Given the reactants C(OC([N:8]1[CH2:13][CH2:12][C@@:11]([OH:33])([C:14]2[CH:15]=[N:16][C:17]([O:20][CH2:21][CH2:22][O:23][C:24]3[C:29]([Cl:30])=[CH:28][C:27]([CH3:31])=[CH:26][C:25]=3[Cl:32])=[CH:18][CH:19]=2)[C@H:10]([C:34](=[O:52])[N:35]([CH2:39][C:40]2[C:45]([Cl:46])=[CH:44][N:43]=[C:42]([CH2:47][CH2:48][CH2:49][O:50][CH3:51])[CH:41]=2)[CH:36]2[CH2:38][CH2:37]2)[CH2:9]1)=O)(C)(C)C.Cl.C([O-])(O)=O.[Na+].CCOC(C)=O, predict the reaction product. The product is: [Cl:46][C:45]1[C:40]([CH2:39][N:35]([CH:36]2[CH2:38][CH2:37]2)[C:34]([C@@H:10]2[C@@:11]([OH:33])([C:14]3[CH:15]=[N:16][C:17]([O:20][CH2:21][CH2:22][O:23][C:24]4[C:25]([Cl:32])=[CH:26][C:27]([CH3:31])=[CH:28][C:29]=4[Cl:30])=[CH:18][CH:19]=3)[CH2:12][CH2:13][NH:8][CH2:9]2)=[O:52])=[CH:41][C:42]([CH2:47][CH2:48][CH2:49][O:50][CH3:51])=[N:43][CH:44]=1. (2) Given the reactants [C:1]1(=[O:8])[CH2:6][CH2:5][CH2:4][C:3](=[O:7])[CH2:2]1.[O-]P([O-])([O-])=O.[K+].[K+].[K+].Br[C:18]1[CH:23]=[CH:22][CH:21]=[CH:20][CH:19]=1, predict the reaction product. The product is: [C:18]1([CH:2]2[C:3](=[O:7])[CH2:4][CH2:5][CH2:6][C:1]2=[O:8])[CH:23]=[CH:22][CH:21]=[CH:20][CH:19]=1.